This data is from Reaction yield outcomes from USPTO patents with 853,638 reactions. The task is: Predict the reaction yield, written as a fraction of the theoretical maximum amount of product (1.0 means a 100% yield; for example, 0.34 means a 34% yield). The reactants are Br[C:2]1[CH:7]=[CH:6][C:5]([C:8]([N:10]2[CH2:15][CH2:14][O:13][CH2:12][CH2:11]2)=[O:9])=[C:4]([O:16][CH3:17])[CH:3]=1.[B:18]1([B:18]2[O:22][C:21]([CH3:24])([CH3:23])[C:20]([CH3:26])([CH3:25])[O:19]2)[O:22][C:21]([CH3:24])([CH3:23])[C:20]([CH3:26])([CH3:25])[O:19]1.CC([O-])=O.[K+]. The catalyst is O1CCOCC1.CCOC(C)=O.C1C=CC(P(C2C=CC=CC=2)[C-]2C=CC=C2)=CC=1.C1C=CC(P(C2C=CC=CC=2)[C-]2C=CC=C2)=CC=1.[Fe+2]. The product is [CH3:17][O:16][C:4]1[CH:3]=[C:2]([B:18]2[O:22][C:21]([CH3:24])([CH3:23])[C:20]([CH3:26])([CH3:25])[O:19]2)[CH:7]=[CH:6][C:5]=1[C:8]([N:10]1[CH2:15][CH2:14][O:13][CH2:12][CH2:11]1)=[O:9]. The yield is 0.900.